Dataset: Forward reaction prediction with 1.9M reactions from USPTO patents (1976-2016). Task: Predict the product of the given reaction. (1) The product is: [CH:1]1([CH2:4][N:5]([CH2:20][CH2:21][CH3:22])[C:6]2[C:15]([CH2:16][OH:17])=[CH:14][C:13]3[C:8](=[CH:9][CH:10]=[C:11]([O:18][CH3:19])[CH:12]=3)[N:7]=2)[CH2:2][CH2:3]1. Given the reactants [CH:1]1([CH2:4][N:5]([CH2:20][CH2:21][CH3:22])[C:6]2[C:15]([CH:16]=[O:17])=[CH:14][C:13]3[C:8](=[CH:9][CH:10]=[C:11]([O:18][CH3:19])[CH:12]=3)[N:7]=2)[CH2:3][CH2:2]1.[BH4-].[Na+].[Cl-].[NH4+].C(OCC)C, predict the reaction product. (2) The product is: [CH3:15][N:16]([CH2:2][C:3]1([CH3:9])[CH2:7][O:6][C:5](=[O:8])[NH:4]1)[CH3:17]. Given the reactants Cl[CH2:2][C:3]1([CH3:9])[CH2:7][O:6][C:5](=[O:8])[NH:4]1.C1COCC1.[CH3:15][NH:16][CH3:17], predict the reaction product.